Dataset: hERG potassium channel inhibition data for cardiac toxicity prediction from Karim et al.. Task: Regression/Classification. Given a drug SMILES string, predict its toxicity properties. Task type varies by dataset: regression for continuous values (e.g., LD50, hERG inhibition percentage) or binary classification for toxic/non-toxic outcomes (e.g., AMES mutagenicity, cardiotoxicity, hepatotoxicity). Dataset: herg_karim. (1) The molecule is CC[C@@H](NC(=O)c1cc(C(=O)N2CCC[C@@H]2C)n2c1COCC2)c1ccc(C(F)(F)F)nc1. The result is 0 (non-blocker). (2) The drug is CCc1nc2cc3c(c(Br)c2o1)CCN(CCCSc1nnc(-c2cccc4nc(C)ccc24)n1C)CC3. The result is 1 (blocker). (3) The result is 1 (blocker). The molecule is Cc1ncoc1-c1nnc(SCCCN2C[C@H]3C[C@@]3(c3ccc(Cl)cc3F)C2)n1C. (4) The compound is CS(=O)(=O)c1ccc(C(CC2CCCC2)C(=O)Nc2nccs2)cc1F. The result is 0 (non-blocker). (5) The drug is Cc1ccc(Cn2cnc(=O)c3cc(Oc4ncccc4C(F)(F)F)ccc32)c(F)c1. The result is 0 (non-blocker).